Dataset: Full USPTO retrosynthesis dataset with 1.9M reactions from patents (1976-2016). Task: Predict the reactants needed to synthesize the given product. (1) Given the product [F:10][C:11]([F:18])([F:17])[C:12](=[O:13])[CH2:9][C:7]([CH:1]1[CH2:6][CH2:5][CH2:4][CH2:3][CH2:2]1)=[O:8], predict the reactants needed to synthesize it. The reactants are: [CH:1]1([C:7]([CH3:9])=[O:8])[CH2:6][CH2:5][CH2:4][CH2:3][CH2:2]1.[F:10][C:11]([F:18])([F:17])[C:12](OCC)=[O:13].C[O-].[Na+].Cl. (2) Given the product [F:15][C:14]([F:17])([F:16])[C:11]1[CH:12]=[C:13]2[C:8]([CH2:7][CH2:6][NH:5][C:4]2=[O:3])=[CH:9][CH:10]=1, predict the reactants needed to synthesize it. The reactants are: C([O:3][C:4](=O)[NH:5][CH2:6][CH2:7][C:8]1[CH:13]=[CH:12][C:11]([C:14]([F:17])([F:16])[F:15])=[CH:10][CH:9]=1)C.O=P12OP3(OP(OP(O3)(O1)=O)(=O)O2)=O. (3) Given the product [CH3:15][O:13][C:12]([C:3]1[C:2]([NH2:1])=[CH:11][C:10]2[C:5](=[CH:6][CH:7]=[CH:8][CH:9]=2)[CH:4]=1)=[O:14].[CH2:15]([O:17][C:18](=[O:32])[C:19]1[CH:24]=[C:23]([N:25]2[CH2:30][CH2:29][CH2:28][CH2:27][CH2:26]2)[CH:22]=[CH:21][C:20]=1[NH2:31])[CH3:16], predict the reactants needed to synthesize it. The reactants are: [NH2:1][C:2]1[C:3]([C:12]([OH:14])=[O:13])=[CH:4][C:5]2[C:10]([CH:11]=1)=[CH:9][CH:8]=[CH:7][CH:6]=2.[CH2:15]([O:17][C:18](=[O:32])[C:19]1[CH:24]=[C:23]([N:25]2[CH2:30][CH2:29][CH2:28][CH2:27][CH2:26]2)[CH:22]=[CH:21][C:20]=1[NH2:31])[CH3:16].Cl.CN(C)CCCN=C=NCC.O.ON1C2C=CC=CC=2N=N1. (4) Given the product [OH:13][C:11]([CH3:12])([CH3:14])[CH2:10][CH2:9][CH2:8][CH:2]([CH3:1])[CH2:3][CH2:4][CH2:5][CH:6]=[O:7], predict the reactants needed to synthesize it. The reactants are: [CH3:1][C@@H:2]([CH2:8][CH2:9][CH2:10][C:11]([CH3:14])([OH:13])[CH3:12])[CH2:3][CH2:4][CH2:5][CH2:6][OH:7].CC(OI1(OC(C)=O)(OC(C)=O)OC(=O)C2C=CC=CC1=2)=O.S([O-])([O-])(=O)=S.[Na+].[Na+].C([O-])(O)=O.[Na+]. (5) Given the product [NH2:1][C:2]1[N:7]=[C:6]([S:8][CH2:9][C:10]2[CH:11]=[C:12]([C:16]([NH:54][CH2:55][C@@H:56]([OH:59])[CH2:57][OH:58])=[O:17])[CH:13]=[CH:14][CH:15]=2)[C:5]([C:19]#[N:20])=[C:4]([C:21]2[CH:26]=[CH:25][C:24]([F:27])=[CH:23][CH:22]=2)[C:3]=1[C:28]#[N:29], predict the reactants needed to synthesize it. The reactants are: [NH2:1][C:2]1[N:7]=[C:6]([S:8][CH2:9][C:10]2[CH:11]=[C:12]([C:16](O)=[O:17])[CH:13]=[CH:14][CH:15]=2)[C:5]([C:19]#[N:20])=[C:4]([C:21]2[CH:26]=[CH:25][C:24]([F:27])=[CH:23][CH:22]=2)[C:3]=1[C:28]#[N:29].CN(C(ON1N=NC2C=CC=NC1=2)=[N+](C)C)C.F[P-](F)(F)(F)(F)F.[NH2:54][CH2:55][C@@H:56]([OH:59])[CH2:57][OH:58].C(N(CC)C(C)C)(C)C. (6) Given the product [CH3:19][N:20]([CH3:48])[C:21]1[N:26]=[CH:25][C:24]([C:27]2[CH:35]=[CH:34][CH:33]=[C:32]3[C:28]=2[C:29]2([C:40]4=[CH:41][C:42]5[O:46][CH2:45][O:44][C:43]=5[CH:47]=[C:39]4[O:38][CH2:37]2)[C:30](=[O:36])[N:31]3[CH2:2][C:3]2[N:4]=[C:5]([CH:8]([CH3:10])[CH3:9])[S:6][CH:7]=2)=[CH:23][CH:22]=1, predict the reactants needed to synthesize it. The reactants are: Cl[CH2:2][C:3]1[N:4]=[C:5]([CH:8]([CH3:10])[CH3:9])[S:6][CH:7]=1.BrCC1CCCCO1.[CH3:19][N:20]([CH3:48])[C:21]1[N:26]=[CH:25][C:24]([C:27]2[CH:35]=[CH:34][CH:33]=[C:32]3[C:28]=2[C:29]2([C:40]4=[CH:41][C:42]5[O:46][CH2:45][O:44][C:43]=5[CH:47]=[C:39]4[O:38][CH2:37]2)[C:30](=[O:36])[NH:31]3)=[CH:23][CH:22]=1.